This data is from Forward reaction prediction with 1.9M reactions from USPTO patents (1976-2016). The task is: Predict the product of the given reaction. (1) Given the reactants CON(C)[C:4]([C:6]1[CH:11]=[CH:10][C:9]([C:12]2[CH:17]=[CH:16][C:15]([Cl:18])=[CH:14][C:13]=2[Cl:19])=[CH:8][CH:7]=1)=[O:5].[NH4+].[Cl-].C(O[CH2:27][CH3:28])(=O)C.O1C[CH2:32][CH2:31][CH2:30]1, predict the reaction product. The product is: [Cl:19][C:13]1[CH:14]=[C:15]([Cl:18])[CH:16]=[CH:17][C:12]=1[C:9]1[CH:10]=[CH:11][C:6]([C:4](=[O:5])[CH2:30][CH2:31][CH2:32][CH:27]=[CH2:28])=[CH:7][CH:8]=1. (2) Given the reactants [F:1][C:2]([F:35])([F:34])[C:3]1[CH:4]=[C:5]([C:13]([N:15]2[CH2:20][CH2:19][C@H:18]([C:21]3[CH:26]=[CH:25][CH:24]=[CH:23][CH:22]=3)[C@H:17]([C:27]3[CH:32]=[CH:31][CH:30]=[C:29](Cl)[CH:28]=3)[CH2:16]2)=[O:14])[CH:6]=[C:7]([C:9]([F:12])([F:11])[F:10])[CH:8]=1.[CH3:36][O:37][CH2:38][CH2:39][CH2:40][NH2:41].C1(C2C=CC=CC=2)C=CC=CC=1P(C1CCCCC1)C1CCCCC1, predict the reaction product. The product is: [F:1][C:2]([F:35])([F:34])[C:3]1[CH:4]=[C:5]([C:13]([N:15]2[CH2:20][CH2:19][C@H:18]([C:21]3[CH:26]=[CH:25][CH:24]=[CH:23][CH:22]=3)[C@H:17]([C:27]3[CH:32]=[CH:31][CH:30]=[C:29]([NH:41][CH2:40][CH2:39][CH2:38][O:37][CH3:36])[CH:28]=3)[CH2:16]2)=[O:14])[CH:6]=[C:7]([C:9]([F:12])([F:11])[F:10])[CH:8]=1. (3) Given the reactants C(OC(=O)[NH:7][C:8]1[CH:13]=[C:12]([NH:14][CH2:15][CH:16]([CH3:18])[CH3:17])[C:11]([Cl:19])=[CH:10][C:9]=1[NH:20][C:21](=[O:36])[CH2:22][C:23](=O)[C:24]1[CH:29]=[CH:28][CH:27]=[C:26]([N:30]2[CH:34]=[CH:33][N:32]=[N:31]2)[CH:25]=1)(C)(C)C.C(O)(C(F)(F)F)=O, predict the reaction product. The product is: [Cl:19][C:11]1[C:12]([NH:14][CH2:15][CH:16]([CH3:18])[CH3:17])=[CH:13][C:8]2[N:7]=[C:23]([C:24]3[CH:29]=[CH:28][CH:27]=[C:26]([N:30]4[CH:34]=[CH:33][N:32]=[N:31]4)[CH:25]=3)[CH2:22][C:21](=[O:36])[NH:20][C:9]=2[CH:10]=1. (4) Given the reactants C([O:8][N:9]1[C:14]2[N:15]=[CH:16][N:17]=[C:18]([CH3:19])[C:13]=2[C:12]([NH:20][CH2:21][CH2:22][C:23]2[CH:28]=[CH:27][N:26]=[CH:25][CH:24]=2)=[CH:11][C:10]1=[O:29])C1C=CC=CC=1.[H][H], predict the reaction product. The product is: [OH:8][N:9]1[C:14]2[N:15]=[CH:16][N:17]=[C:18]([CH3:19])[C:13]=2[C:12]([NH:20][CH2:21][CH2:22][C:23]2[CH:28]=[CH:27][N:26]=[CH:25][CH:24]=2)=[CH:11][C:10]1=[O:29]. (5) Given the reactants [O:1]=[C:2]1CC[C:4](=O)[N:3]1O[C:2](=[O:1])[NH:3][CH3:4].[NH2:13][CH2:14][CH2:15][NH:16][C:17]1[CH:22]=[CH:21][CH:20]=[CH:19][C:18]=1[C:23]1[N:24]([C:39]2[CH:44]=[CH:43][CH:42]=[C:41]([Cl:45])[C:40]=2[F:46])[C:25]([C:31]2[CH:36]=[CH:35][C:34]([F:37])=[C:33]([Cl:38])[CH:32]=2)=[C:26]([C:28]([NH2:30])=[O:29])[N:27]=1, predict the reaction product. The product is: [Cl:38][C:33]1[CH:32]=[C:31]([C:25]2[N:24]([C:39]3[CH:44]=[CH:43][CH:42]=[C:41]([Cl:45])[C:40]=3[F:46])[C:23]([C:18]3[CH:19]=[CH:20][CH:21]=[CH:22][C:17]=3[NH:16][CH2:15][CH2:14][NH:13][C:2]([NH:3][CH3:4])=[O:1])=[N:27][C:26]=2[C:28]([NH2:30])=[O:29])[CH:36]=[CH:35][C:34]=1[F:37]. (6) The product is: [CH3:1][O:2][C:3]1[CH:4]=[CH:5][CH:6]=[C:7]2[C:11]=1[N:10]([CH:12]([C:16]1[CH:17]=[N:18][CH:19]=[CH:20][CH:21]=1)[CH2:13][CH2:14][NH:24][CH3:22])[CH:9]=[CH:8]2. Given the reactants [CH3:1][O:2][C:3]1[CH:4]=[CH:5][CH:6]=[C:7]2[C:11]=1[N:10]([CH:12]([C:16]1[CH:17]=[N:18][CH:19]=[CH:20][CH:21]=1)[CH2:13][CH2:14]O)[CH:9]=[CH:8]2.[CH2:22]([N:24](CC)CC)C.CS(Cl)(=O)=O, predict the reaction product. (7) The product is: [ClH:52].[N:11]1([C:15]2[N:23]([CH2:24][C:25]3[CH:30]=[CH:29][CH:28]=[CH:27][CH:26]=3)[C:22]3[C:21](=[O:31])[N:20]([CH3:38])[C:19](=[O:32])[N:18]([CH3:33])[C:17]=3[C:16]=2[C:34]#[N:35])[CH2:12][CH2:13][CH2:14][NH:8][CH2:9][CH2:10]1. Given the reactants C(OC([N:8]1[CH2:14][CH2:13][CH2:12][N:11]([C:15]2[N:23]([CH2:24][C:25]3[CH:30]=[CH:29][CH:28]=[CH:27][CH:26]=3)[C:22]3[C:21](=[O:31])[NH:20][C:19](=[O:32])[N:18]([CH3:33])[C:17]=3[C:16]=2[C:34]#[N:35])[CH2:10][CH2:9]1)=O)(C)(C)C.IC.[C:38](=O)([O-])[O-].[K+].[K+].C(O)(C(F)(F)F)=O.C(Cl)[Cl:52], predict the reaction product. (8) Given the reactants B(Br)(Br)Br.[Br:5][C:6]1[C:15]([O:16]C)=[CH:14][CH:13]=[C:12]2[C:7]=1[CH:8]=[CH:9][N:10]=[C:11]2[Cl:18].N, predict the reaction product. The product is: [Br:5][C:6]1[C:15]([OH:16])=[CH:14][CH:13]=[C:12]2[C:7]=1[CH:8]=[CH:9][N:10]=[C:11]2[Cl:18]. (9) Given the reactants [NH2:1][CH:2]1[CH2:7][CH2:6][O:5][CH2:4][CH:3]1[C:8]([O:10][CH2:11][CH3:12])=[O:9].[CH3:13][C:14]([O:17][C:18](O[C:18]([O:17][C:14]([CH3:16])([CH3:15])[CH3:13])=[O:19])=[O:19])([CH3:16])[CH3:15], predict the reaction product. The product is: [C:14]([O:17][C:18]([NH:1][CH:2]1[CH2:7][CH2:6][O:5][CH2:4][CH:3]1[C:8]([O:10][CH2:11][CH3:12])=[O:9])=[O:19])([CH3:16])([CH3:15])[CH3:13]. (10) Given the reactants [CH3:1][CH:2]([N:4]1[C:12](/[CH:13]=[CH:14]/[C@H:15]([OH:24])[CH2:16][C@H:17]([OH:23])[CH2:18][C:19]([O:21]C)=[O:20])=[C:11]([C:25]2[CH:30]=[CH:29][C:28]([F:31])=[CH:27][CH:26]=2)[C:10]2[C:5]1=[CH:6][CH:7]=[CH:8][CH:9]=2)[CH3:3].CCO.[OH-].[Na+:36], predict the reaction product. The product is: [CH3:3][CH:2]([N:4]1[C:12](/[CH:13]=[CH:14]/[CH:15]([OH:24])[CH2:16][CH:17]([OH:23])[CH2:18][C:19]([O-:21])=[O:20])=[C:11]([C:25]2[CH:26]=[CH:27][C:28]([F:31])=[CH:29][CH:30]=2)[C:10]2[CH:9]=[CH:8][CH:7]=[CH:6][C:5]1=2)[CH3:1].[Na+:36].